This data is from Full USPTO retrosynthesis dataset with 1.9M reactions from patents (1976-2016). The task is: Predict the reactants needed to synthesize the given product. (1) Given the product [CH2:20]([N:12]([CH2:11][C:9]1[N:10]=[C:5]2[S:4][C:3]([CH3:23])=[C:2]([CH:33]3[CH2:34][CH:32]3[C:27]([O:26][CH2:25][CH3:24])=[O:28])[N:6]2[C:7](=[O:22])[CH:8]=1)[C:13]1[CH:18]=[CH:17][C:16]([F:19])=[CH:15][CH:14]=1)[CH3:21], predict the reactants needed to synthesize it. The reactants are: Br[C:2]1[N:6]2[C:7](=[O:22])[CH:8]=[C:9]([CH2:11][N:12]([CH2:20][CH3:21])[C:13]3[CH:18]=[CH:17][C:16]([F:19])=[CH:15][CH:14]=3)[N:10]=[C:5]2[S:4][C:3]=1[CH3:23].[CH3:24][C:25]1(C)C(C)(C)[O:28][CH:27]([CH:32]2[CH2:34][CH:33]2C(OCC)=O)[O:26]1.C(=O)([O-])[O-].[K+].[K+]. (2) Given the product [CH:9]1([C:12]2[NH:16][C:15]3[CH:17]=[C:18]([C:29]4[C:30]([CH3:35])=[N:31][O:32][C:33]=4[CH3:34])[CH:19]=[C:20]([C:21]([C:23]4[CH:28]=[CH:27][CH:26]=[CH:25][CH:24]=4)([C:3]4[CH:2]=[N:1][CH:6]=[CH:5][CH:4]=4)[OH:22])[C:14]=3[N:13]=2)[CH2:10][CH2:11]1, predict the reactants needed to synthesize it. The reactants are: [N:1]1[CH:6]=[CH:5][CH:4]=[C:3]([Mg]Br)[CH:2]=1.[CH:9]1([C:12]2[NH:16][C:15]3[CH:17]=[C:18]([C:29]4[C:30]([CH3:35])=[N:31][O:32][C:33]=4[CH3:34])[CH:19]=[C:20]([C:21]([C:23]4[CH:28]=[CH:27][CH:26]=[CH:25][CH:24]=4)=[O:22])[C:14]=3[N:13]=2)[CH2:11][CH2:10]1. (3) Given the product [ClH:21].[F:20][C:2]([F:19])([F:1])[CH2:3][O:4][CH2:5][CH2:6][O:7][CH2:8][CH2:9][O:10][C:11]1[CH:16]=[CH:15][N:14]=[C:13]([S:17][CH2:22][C:23]2[NH:27][C:26]3[CH:28]=[CH:29][CH:30]=[CH:31][C:25]=3[N:24]=2)[C:12]=1[CH3:18], predict the reactants needed to synthesize it. The reactants are: [F:1][C:2]([F:20])([F:19])[CH2:3][O:4][CH2:5][CH2:6][O:7][CH2:8][CH2:9][O:10][C:11]1[CH:16]=[CH:15][NH:14][C:13](=[S:17])[C:12]=1[CH3:18].[Cl:21][CH2:22][C:23]1[NH:24][C:25]2[CH:31]=[CH:30][CH:29]=[CH:28][C:26]=2[N:27]=1.[OH-].[Na+]. (4) Given the product [CH2:1]([O:3][C:4](=[O:29])[C:5]([CH3:21])([O:22][C:23]1[CH:28]=[CH:27][CH:26]=[CH:25][CH:24]=1)[CH2:6][C:7]1[CH:12]=[CH:11][C:10]([OH:13])=[CH:9][CH:8]=1)[CH3:2], predict the reactants needed to synthesize it. The reactants are: [CH2:1]([O:3][C:4](=[O:29])[C:5]([O:22][C:23]1[CH:28]=[CH:27][CH:26]=[CH:25][CH:24]=1)([CH3:21])[CH2:6][C:7]1[CH:12]=[CH:11][C:10]([O:13]CC2C=CC=CC=2)=[CH:9][CH:8]=1)[CH3:2]. (5) Given the product [CH3:41][S:42]([O:22][CH2:21][CH2:20][C:18]1[N:19]=[C:15]2[N:16]([C:7]([NH:6][CH2:5][C:4]3[CH:28]=[CH:29][C:30]([O:32][CH3:33])=[CH:31][C:3]=3[O:2][CH3:1])=[N:8][C:9]3[C:14]2=[CH:13][CH:12]=[C:11]2[O:23][C:24]([F:26])([F:27])[O:25][C:10]=32)[N:17]=1)(=[O:44])=[O:43], predict the reactants needed to synthesize it. The reactants are: [CH3:1][O:2][C:3]1[CH:31]=[C:30]([O:32][CH3:33])[CH:29]=[CH:28][C:4]=1[CH2:5][NH:6][C:7]1[N:16]2[N:17]=[C:18]([CH2:20][CH2:21][OH:22])[N:19]=[C:15]2[C:14]2[C:9](=[C:10]3[O:25][C:24]([F:27])([F:26])[O:23][C:11]3=[CH:12][CH:13]=2)[N:8]=1.C(N(CC)CC)C.[CH3:41][S:42](Cl)(=[O:44])=[O:43]. (6) Given the product [F:16][C:17]1[CH:22]=[C:21]([C:2]2[N:6]3[CH:7]=[CH:8][CH:9]=[CH:10][C:5]3=[N:4][C:3]=2[C:11]([O:13][CH2:14][CH3:15])=[O:12])[CH:20]=[CH:19][N:18]=1, predict the reactants needed to synthesize it. The reactants are: I[C:2]1[N:6]2[CH:7]=[CH:8][CH:9]=[CH:10][C:5]2=[N:4][C:3]=1[C:11]([O:13][CH2:14][CH3:15])=[O:12].[F:16][C:17]1[CH:22]=[C:21](B(O)O)[CH:20]=[CH:19][N:18]=1.FC1N=CC(C2N3C=CC=CC3=NC=2C(OCC)=O)=CC=1. (7) Given the product [CH2:12]([N:6]1[C@H:7]([CH2:10][CH3:11])[CH2:8][O:9][C:4]([CH2:1][CH:2]=[O:21])([CH3:20])[C:5]1=[O:19])[C:13]1[CH:18]=[CH:17][CH:16]=[CH:15][CH:14]=1, predict the reactants needed to synthesize it. The reactants are: [CH2:1]([C:4]1([CH3:20])[O:9][CH2:8][C@@H:7]([CH2:10][CH3:11])[N:6]([CH2:12][C:13]2[CH:18]=[CH:17][CH:16]=[CH:15][CH:14]=2)[C:5]1=[O:19])[CH:2]=C.[O:21]=[O+][O-].O=O.CSC.